From a dataset of Reaction yield outcomes from USPTO patents with 853,638 reactions. Predict the reaction yield, written as a fraction of the theoretical maximum amount of product (1.0 means a 100% yield; for example, 0.34 means a 34% yield). The yield is 0.430. The product is [C:10]([N:20]([CH2:19][C:15]1[S:14][CH:18]=[CH:17][CH:16]=1)[C@H:21]1[C:29]2[C:24](=[CH:25][CH:26]=[CH:27][CH:28]=2)[CH2:23][C@@H:22]1[NH:30][C:31]([C:33]1[NH:34][C:35]2[C:40]([CH:41]=1)=[CH:39][C:38]([Cl:42])=[CH:37][CH:36]=2)=[O:32])(=[O:12])[CH3:11]. The reactants are CCN(C(C)C)C(C)C.[C:10](Cl)(=[O:12])[CH3:11].[S:14]1[CH:18]=[CH:17][CH:16]=[C:15]1[CH2:19][NH:20][C@H:21]1[C:29]2[C:24](=[CH:25][CH:26]=[CH:27][CH:28]=2)[CH2:23][C@@H:22]1[NH:30][C:31]([C:33]1[NH:34][C:35]2[C:40]([CH:41]=1)=[CH:39][C:38]([Cl:42])=[CH:37][CH:36]=2)=[O:32]. The catalyst is C1COCC1.